Dataset: Full USPTO retrosynthesis dataset with 1.9M reactions from patents (1976-2016). Task: Predict the reactants needed to synthesize the given product. (1) Given the product [C:1]([O:5][C:6](=[O:22])[NH:7][C:8]1[CH:13]=[C:12]([C:14]([F:17])([F:16])[F:15])[C:11]([Cl:18])=[CH:10][C:9]=1[NH2:19])([CH3:4])([CH3:2])[CH3:3], predict the reactants needed to synthesize it. The reactants are: [C:1]([O:5][C:6](=[O:22])[NH:7][C:8]1[CH:13]=[C:12]([C:14]([F:17])([F:16])[F:15])[C:11]([Cl:18])=[CH:10][C:9]=1[N+:19]([O-])=O)([CH3:4])([CH3:3])[CH3:2].O.O.Cl[Sn]Cl. (2) Given the product [F:20][C:17]1[CH:18]=[CH:19][C:14]([C:8]2[C:7]3[C:11](=[CH:12][CH:13]=[C:5]([C:3]([NH:2][NH:1][CH2:22][CH:21]=[NH:23])=[O:4])[CH:6]=3)[CH2:30][CH:29]=2)=[CH:15][CH:16]=1, predict the reactants needed to synthesize it. The reactants are: [NH2:1][NH:2][C:3]([C:5]1[CH:6]=[C:7]2[C:11](=[CH:12][CH:13]=1)NN=[C:8]2[C:14]1[CH:19]=[CH:18][C:17]([F:20])=[CH:16][CH:15]=1)=[O:4].[CH2:21]([N:23](CC)CC)[CH3:22].Cl.[C:29](=N)(OCC)[CH3:30]. (3) Given the product [OH:11][C:9]1[N:10]=[C:5]2[CH:4]=[N:3][C:2]([C:22]3[CH2:27][CH2:26][N:25]([C:28]([O:30][C:31]([CH3:34])([CH3:33])[CH3:32])=[O:29])[CH2:24][CH:23]=3)=[CH:13][N:6]2[C:7](=[O:12])[CH:8]=1, predict the reactants needed to synthesize it. The reactants are: Br[C:2]1[N:3]=[CH:4][C:5]2[N:6]([CH:13]=1)[C:7](=[O:12])[CH:8]=[C:9]([OH:11])[N:10]=2.CC1(C)C(C)(C)OB([C:22]2[CH2:27][CH2:26][N:25]([C:28]([O:30][C:31]([CH3:34])([CH3:33])[CH3:32])=[O:29])[CH2:24][CH:23]=2)O1.C([O-])([O-])=O.[K+].[K+]. (4) Given the product [Cl:12][C:13]1[CH:18]=[CH:17][CH:16]=[C:15]([Cl:19])[C:14]=1[S:20]([NH:1][C:2]1[CH:3]=[CH:4][CH:5]=[C:6]2[C:11]=1[N:10]=[CH:9][CH:8]=[CH:7]2)(=[O:22])=[O:21], predict the reactants needed to synthesize it. The reactants are: [NH2:1][C:2]1[CH:3]=[CH:4][CH:5]=[C:6]2[C:11]=1[N:10]=[CH:9][CH:8]=[CH:7]2.[Cl:12][C:13]1[CH:18]=[CH:17][CH:16]=[C:15]([Cl:19])[C:14]=1[S:20](Cl)(=[O:22])=[O:21]. (5) Given the product [F:1][C:2]1[CH:11]=[C:10]([N+:12]([O-:14])=[O:13])[C:9]([F:15])=[CH:8][C:3]=1[CH2:4][OH:5], predict the reactants needed to synthesize it. The reactants are: [F:1][C:2]1[CH:11]=[C:10]([N+:12]([O-:14])=[O:13])[C:9]([F:15])=[CH:8][C:3]=1[C:4](OC)=[O:5].CC(C[AlH]CC(C)C)C. (6) Given the product [F:15][C:3]1[CH:4]=[C:5]([N:8]2[CH:13]=[CH:12][CH:11]=[CH:10][C:9]2=[O:14])[CH:6]=[CH:7][C:2]=1[N:1]1[C:20](=[O:21])[CH2:19][CH:17]([C:16]([OH:24])=[O:23])[CH2:18]1, predict the reactants needed to synthesize it. The reactants are: [NH2:1][C:2]1[CH:7]=[CH:6][C:5]([N:8]2[CH:13]=[CH:12][CH:11]=[CH:10][C:9]2=[O:14])=[CH:4][C:3]=1[F:15].[C:16]([OH:24])(=[O:23])[C:17]([CH2:19][C:20](O)=[O:21])=[CH2:18].